Task: Predict which catalyst facilitates the given reaction.. Dataset: Catalyst prediction with 721,799 reactions and 888 catalyst types from USPTO (1) The catalyst class is: 2. Reactant: C(O)(C(F)(F)F)=O.[C:8]([C:10]1[CH:11]=[C:12]([NH:29][C:30]2[N:35]=[C:34]([O:36][C:37]3[C:46]4[C:41](=[CH:42][CH:43]=[CH:44][CH:45]=4)[C:40]([NH:47]C(=O)OC(C)(C)C)=[CH:39][CH:38]=3)[CH:33]=[CH:32][N:31]=2)[CH:13]=[C:14]([C:16](=[O:28])[NH:17][CH2:18][CH2:19][O:20][CH2:21][CH2:22][O:23][CH2:24][CH2:25][O:26][CH3:27])[CH:15]=1)#[CH:9]. Product: [NH2:47][C:40]1[C:41]2[C:46](=[CH:45][CH:44]=[CH:43][CH:42]=2)[C:37]([O:36][C:34]2[CH:33]=[CH:32][N:31]=[C:30]([NH:29][C:12]3[CH:13]=[C:14]([CH:15]=[C:10]([C:8]#[CH:9])[CH:11]=3)[C:16]([NH:17][CH2:18][CH2:19][O:20][CH2:21][CH2:22][O:23][CH2:24][CH2:25][O:26][CH3:27])=[O:28])[N:35]=2)=[CH:38][CH:39]=1. (2) Reactant: [CH2:1]([O:8][C:9]1[CH:10]=[C:11]2[C:16](=[CH:17][CH:18]=1)[CH2:15][CH:14]([C:19]([C:21]1[O:22][C:23]([C:26]3[N:31]=[C:30]([C:32]([O:34]C)=[O:33])[CH:29]=[CH:28][CH:27]=3)=[CH:24][N:25]=1)=[O:20])[CH2:13][CH2:12]2)[C:2]1[CH:7]=[CH:6][CH:5]=[CH:4][CH:3]=1. Product: [CH2:1]([O:8][C:9]1[CH:10]=[C:11]2[C:16](=[CH:17][CH:18]=1)[CH2:15][CH:14]([C:19]([C:21]1[O:22][C:23]([C:26]3[N:31]=[C:30]([C:32]([OH:34])=[O:33])[CH:29]=[CH:28][CH:27]=3)=[CH:24][N:25]=1)=[O:20])[CH2:13][CH2:12]2)[C:2]1[CH:3]=[CH:4][CH:5]=[CH:6][CH:7]=1. The catalyst class is: 100. (3) Reactant: Br[C:2]1[CH:7]=[CH:6][C:5]([Br:8])=[CH:4][C:3]=1[N+:9]([O-:11])=[O:10].[Cl:12][CH2:13][CH2:14][CH2:15][SH:16].[OH-].[K+]. Product: [Br:8][C:5]1[CH:6]=[CH:7][C:2]([S:16][CH2:15][CH2:14][CH2:13][Cl:12])=[C:3]([N+:9]([O-:11])=[O:10])[CH:4]=1. The catalyst class is: 1. (4) Reactant: [F:1][CH:2]([F:23])[O:3][C:4]1[CH:9]=[CH:8][C:7]([C:10]2[CH:11]=[C:12]3[C:16](=[CH:17][CH:18]=2)[C:15](=[O:19])[O:14][CH2:13]3)=[C:6]([OH:20])[C:5]=1[O:21]C.C(=O)([O-])[O-].[K+].[K+].Br[CH2:31][C:32]1[CH:37]=[CH:36][C:35]([S:38]([NH2:41])(=[O:40])=[O:39])=[CH:34][CH:33]=1. Product: [F:23][CH:2]([F:1])[O:3][C:4]1[C:5]([OH:21])=[C:6]([C:7]([C:10]2[CH:11]=[C:12]3[C:16](=[CH:17][CH:18]=2)[C:15](=[O:19])[O:14][CH2:13]3)=[CH:8][CH:9]=1)[O:20][CH2:31][C:32]1[CH:33]=[CH:34][C:35]([S:38]([NH2:41])(=[O:40])=[O:39])=[CH:36][CH:37]=1. The catalyst class is: 10. (5) Reactant: [CH3:1][C:2]1[CH:3]=[C:4]([C:13]([O:15]C)=[O:14])[S:5][C:6]=1[C:7]1[N:11]([CH3:12])[N:10]=[CH:9][CH:8]=1.[OH-].[Na+].Cl. Product: [CH3:1][C:2]1[CH:3]=[C:4]([C:13]([OH:15])=[O:14])[S:5][C:6]=1[C:7]1[N:11]([CH3:12])[N:10]=[CH:9][CH:8]=1. The catalyst class is: 1. (6) Reactant: Cl.[CH2:2]([O:9][C:10](=[O:19])[NH:11][C:12]1([C:15]([NH:17][NH2:18])=O)[CH2:14][CH2:13]1)[C:3]1[CH:8]=[CH:7][CH:6]=[CH:5][CH:4]=1.Cl.C(O[C:24](=[NH:26])[CH3:25])C.C(N(CC)CC)C. Product: [CH2:2]([O:9][C:10](=[O:19])[NH:11][C:12]1([C:15]2[NH:26][C:24]([CH3:25])=[N:18][N:17]=2)[CH2:14][CH2:13]1)[C:3]1[CH:8]=[CH:7][CH:6]=[CH:5][CH:4]=1. The catalyst class is: 11. (7) Reactant: Br[C:2]1[C:10]2[O:9][CH2:8][C@@H:7]([N:11]([C:26](=[O:31])[C:27]([F:30])([F:29])[F:28])[C:12]3[CH:25]=[CH:24][C:15]4[C@H:16]([CH2:19][C:20]([O:22][CH3:23])=[O:21])[CH2:17][O:18][C:14]=4[CH:13]=3)[C:6]=2[CH:5]=[CH:4][CH:3]=1.[NH:32]1[CH2:37][CH2:36][CH2:35][CH2:34][CH2:33]1.C(=O)([O-])[O-].[Cs+].[Cs+].C1C=CC(P(C2C=CC3C(=CC=CC=3)C=2C2C3C(=CC=CC=3)C=CC=2P(C2C=CC=CC=2)C2C=CC=CC=2)C2C=CC=CC=2)=CC=1. Product: [N:32]1([C:2]2[C:10]3[O:9][CH2:8][C@@H:7]([N:11]([C:26](=[O:31])[C:27]([F:30])([F:29])[F:28])[C:12]4[CH:25]=[CH:24][C:15]5[C@H:16]([CH2:19][C:20]([O:22][CH3:23])=[O:21])[CH2:17][O:18][C:14]=5[CH:13]=4)[C:6]=3[CH:5]=[CH:4][CH:3]=2)[CH2:37][CH2:36][CH2:35][CH2:34][CH2:33]1. The catalyst class is: 101. (8) Product: [C:34]([O:33][C:31]([NH:38][C@H:39]([CH2:23][CH:18]=[CH2:19])[C:40]([O:42][CH2:9][C@@H:8]([C:5]1[CH:6]=[CH:7][C:2]([F:1])=[CH:3][CH:4]=1)[NH:11][C:12](=[O:17])[CH2:13][CH2:14][CH:15]=[CH2:16])=[O:41])=[O:32])([CH3:35])([CH3:36])[CH3:37]. Reactant: [F:1][C:2]1[CH:7]=[CH:6][C:5]([C@@H:8]([NH:11][C:12](=[O:17])[CH2:13][CH2:14][CH:15]=[CH2:16])[CH2:9]O)=[CH:4][CH:3]=1.[CH:18]1(NC2CCCCC2)[CH2:23]CCC[CH2:19]1.[C:31]([N:38](CC=C)[CH2:39][C:40]([OH:42])=[O:41])([O:33][C:34]([CH3:37])([CH3:36])[CH3:35])=[O:32].CCN=C=NCCCN(C)C. The catalyst class is: 79.